This data is from Catalyst prediction with 721,799 reactions and 888 catalyst types from USPTO. The task is: Predict which catalyst facilitates the given reaction. Reactant: CC[N+](S(N=C(OC)[O-])(=O)=O)(CC)CC.[NH2:16][C:17](=O)[C@@H:18]([NH:37][C:38]([C:40]1([NH:46][C:47](=[O:53])[O:48][C:49]([CH3:52])([CH3:51])[CH3:50])[CH2:45][CH2:44][O:43][CH2:42][CH2:41]1)=[O:39])[CH2:19][C:20]1[CH:25]=[CH:24][C:23]([C:26]2[CH:27]=[C:28]3[C:32](=[CH:33][CH:34]=2)[C:31](=[O:35])[N:30]([CH3:36])[CH2:29]3)=[CH:22][CH:21]=1. Product: [C:17]([C@@H:18]([NH:37][C:38]([C:40]1([NH:46][C:47](=[O:53])[O:48][C:49]([CH3:51])([CH3:50])[CH3:52])[CH2:45][CH2:44][O:43][CH2:42][CH2:41]1)=[O:39])[CH2:19][C:20]1[CH:25]=[CH:24][C:23]([C:26]2[CH:27]=[C:28]3[C:32](=[CH:33][CH:34]=2)[C:31](=[O:35])[N:30]([CH3:36])[CH2:29]3)=[CH:22][CH:21]=1)#[N:16]. The catalyst class is: 4.